This data is from Full USPTO retrosynthesis dataset with 1.9M reactions from patents (1976-2016). The task is: Predict the reactants needed to synthesize the given product. (1) Given the product [CH:37]1([NH:32][C:33]([NH:1][C:2]2[CH:30]=[CH:29][C:5]([O:6][C:7]3[CH:12]=[CH:11][N:10]=[C:9]4[CH:13]=[C:14]([C:16]5[CH:17]=[N:18][N:19]([CH2:21][CH2:22][N:23]6[CH2:27][CH2:26][CH2:25][C:24]6=[O:28])[CH:20]=5)[S:15][C:8]=34)=[C:4]([F:31])[CH:3]=2)=[O:40])[CH2:35][CH2:36]1, predict the reactants needed to synthesize it. The reactants are: [NH2:1][C:2]1[CH:30]=[CH:29][C:5]([O:6][C:7]2[CH:12]=[CH:11][N:10]=[C:9]3[CH:13]=[C:14]([C:16]4[CH:17]=[N:18][N:19]([CH2:21][CH2:22][N:23]5[CH2:27][CH2:26][CH2:25][C:24]5=[O:28])[CH:20]=4)[S:15][C:8]=23)=[C:4]([F:31])[CH:3]=1.[N:32]1[CH:37]=[CH:36][CH:35]=C[CH:33]=1.ClC(OC1C=CC=CC=1)=[O:40].C1(N)CC1. (2) Given the product [C:1]([O:5][C@@H:6]([C:11]1[C:12]([CH3:31])=[N:13][C:14]2[N:15]([N:21]=[C:22]([C:24]3[CH:29]=[CH:28][CH:27]=[C:26]([Cl:30])[CH:25]=3)[CH:23]=2)[C:16]=1[CH2:17][CH:18]([CH3:20])[CH3:19])[C:7]([OH:9])=[O:8])([CH3:2])([CH3:3])[CH3:4], predict the reactants needed to synthesize it. The reactants are: [C:1]([O:5][C@@H:6]([C:11]1[C:12]([CH3:31])=[N:13][C:14]2[N:15]([N:21]=[C:22]([C:24]3[CH:29]=[CH:28][CH:27]=[C:26]([Cl:30])[CH:25]=3)[CH:23]=2)[C:16]=1[CH2:17][CH:18]([CH3:20])[CH3:19])[C:7]([O:9]C)=[O:8])([CH3:4])([CH3:3])[CH3:2].[OH-].[Na+].Cl. (3) The reactants are: [CH2:1]([C@H:8]1[O:10][C@@H:9]1[C:11]([OH:13])=O)[C:2]1[CH:7]=[CH:6][CH:5]=[CH:4][CH:3]=1.[CH:14]1([NH2:17])[CH2:16][CH2:15]1.Cl.C(N=C=NCCCN(C)C)C.C(=O)([O-])O.[Na+]. Given the product [CH:14]1([NH:17][C:11]([C@@H:9]2[C@@H:8]([CH2:1][C:2]3[CH:3]=[CH:4][CH:5]=[CH:6][CH:7]=3)[O:10]2)=[O:13])[CH2:16][CH2:15]1, predict the reactants needed to synthesize it. (4) Given the product [CH2:50]([O:52][C:53](=[O:64])[CH:54]([O:20][C:21]1[CH:43]=[CH:42][C:24]2[C:25]3[N:29]([CH2:30][CH2:31][O:32][C:23]=2[CH:22]=1)[CH:28]=[C:27]([C:33]1[N:34]([CH:39]([CH3:41])[CH3:40])[N:35]=[C:36]([CH3:38])[N:37]=1)[N:26]=3)[CH2:55][CH:56]([CH3:62])[C:57]([O:59][CH2:60][CH3:61])=[O:58])[CH3:51], predict the reactants needed to synthesize it. The reactants are: C(OC(N1CCC(C([O:20][C:21]2[CH:43]=[CH:42][C:24]3[C:25]4[N:29]([CH2:30][CH2:31][O:32][C:23]=3[CH:22]=2)[CH:28]=[C:27]([C:33]2[N:34]([CH:39]([CH3:41])[CH3:40])[N:35]=[C:36]([CH3:38])[N:37]=2)[N:26]=4)CC)CC1)=O)C1C=CC=CC=1.C([O-])([O-])=O.[Cs+].[Cs+].[CH2:50]([O:52][C:53](=[O:64])[CH:54](Br)[CH2:55][CH:56]([CH3:62])[C:57]([O:59][CH2:60][CH3:61])=[O:58])[CH3:51]. (5) Given the product [Cl:11][C:12]([Cl:16])([Cl:15])[C:13](=[NH:14])[O:7][CH:1]1[CH2:6][CH2:5][CH2:4][CH:3]=[CH:2]1, predict the reactants needed to synthesize it. The reactants are: [CH:1]1([OH:7])[CH2:6][CH2:5][CH2:4][CH:3]=[CH:2]1.ClCCl.[Cl:11][C:12]([Cl:16])([Cl:15])[C:13]#[N:14]. (6) Given the product [F:43][C:32]1[CH:33]=[C:34]([CH2:37][CH2:38][CH2:39][C:40](=[O:41])[NH:47][C:48]([C:49]([N:51]2[CH2:52][CH2:53][NH:54][CH2:55][CH2:56]2)=[O:50])([CH3:68])[CH3:67])[CH:35]=[CH:36][C:31]=1[CH2:30][C:29]1[C:25]([O:24][C@@H:6]2[O:7][C@H:8]([CH2:19][OH:20])[C@H:9]([OH:15])[C@H:10]([OH:11])[C@H:5]2[OH:4])=[N:26][NH:27][C:28]=1[CH:44]([CH3:46])[CH3:45], predict the reactants needed to synthesize it. The reactants are: C([O:4][C@@H:5]1[C@@H:10]([O:11]C(=O)C)[C@@H:9]([O:15]C(=O)C)[C@@H:8]([CH2:19][O:20]C(=O)C)[O:7][C@H:6]1[O:24][C:25]1[C:29]([CH2:30][C:31]2[CH:36]=[CH:35][C:34](/[CH:37]=[CH:38]/[CH2:39][C:40](O)=[O:41])=[CH:33][C:32]=2[F:43])=[C:28]([CH:44]([CH3:46])[CH3:45])[NH:27][N:26]=1)(=O)C.[NH2:47][C:48]([CH3:68])([CH3:67])[C:49]([N:51]1[CH2:56][CH2:55][N:54](C(OCC2C=CC=CC=2)=O)[CH2:53][CH2:52]1)=[O:50].C(N1CCNCC1)C1C=CC=CC=1. (7) Given the product [OH:35][C@@:28]1([C:26]#[C:27][C:2]2[CH:3]=[C:4]([N:8]3[C:12]4=[N:13][C:14]([C:17]([F:19])([F:20])[F:18])=[N:15][CH:16]=[C:11]4[C:10]([C:21]([O:23][CH2:24][CH3:25])=[O:22])=[N:9]3)[CH:5]=[CH:6][CH:7]=2)[CH2:32][CH2:31][N:30]([CH3:33])[C:29]1=[O:34], predict the reactants needed to synthesize it. The reactants are: Br[C:2]1[CH:3]=[C:4]([N:8]2[C:12]3=[N:13][C:14]([C:17]([F:20])([F:19])[F:18])=[N:15][CH:16]=[C:11]3[C:10]([C:21]([O:23][CH2:24][CH3:25])=[O:22])=[N:9]2)[CH:5]=[CH:6][CH:7]=1.[C:26]([C@:28]1([OH:35])[CH2:32][CH2:31][N:30]([CH3:33])[C:29]1=[O:34])#[CH:27].